Predict the reaction yield, written as a fraction of the theoretical maximum amount of product (1.0 means a 100% yield; for example, 0.34 means a 34% yield). From a dataset of Reaction yield outcomes from USPTO patents with 853,638 reactions. The reactants are [Cl:1][C:2]1[C:3]([O:53][CH3:54])=[CH:4][CH:5]=[C:6]2[C:11]=1[N:10]=[C:9]([C:12]1[S:13][CH:14]=[C:15]([CH:17]([CH3:19])[CH3:18])[N:16]=1)[CH:8]=[C:7]2[O:20][C@@H:21]1[CH2:25][N:24]([C:26]([NH:28][C@:29]2([C:34](=[O:42])[NH:35][S:36]([CH:39]3[CH2:41][CH2:40]3)(=[O:38])=[O:37])[CH2:31][C@H:30]2C=C)=[O:27])[C@H:23]([C:43]([N:45]([CH2:47][CH2:48][CH2:49][CH2:50][CH:51]=[CH2:52])[CH3:46])=[O:44])[CH2:22]1.SC1N=CC=CC=1C(O)=O. The catalyst is ClC(Cl)C. The product is [Cl:1][C:2]1[C:3]([O:53][CH3:54])=[CH:4][CH:5]=[C:6]2[C:11]=1[N:10]=[C:9]([C:12]1[S:13][CH:14]=[C:15]([CH:17]([CH3:18])[CH3:19])[N:16]=1)[CH:8]=[C:7]2[O:20][C@@H:21]1[CH2:25][N:24]2[C@H:23]([C:43](=[O:44])[N:45]([CH3:46])[CH2:47][CH2:48][CH2:49][CH2:50][CH:51]=[CH:52][C@H:31]3[C@:29]([C:34]([NH:35][S:36]([CH:39]4[CH2:41][CH2:40]4)(=[O:37])=[O:38])=[O:42])([NH:28][C:26]2=[O:27])[CH2:30]3)[CH2:22]1. The yield is 0.540.